From a dataset of Forward reaction prediction with 1.9M reactions from USPTO patents (1976-2016). Predict the product of the given reaction. (1) Given the reactants [CH3:1][O:2][C:3]1[CH:4]=[C:5]2[O:9][C:8]([C:10]3[N:11]=[C:12]4[N:16]([CH:17]=3)[N:15]=[C:14]([O:18][CH3:19])[S:13]4)=[CH:7][C:6]2=[C:20]([OH:22])[CH:21]=1.O[C:24]1([C:37]2[S:38][CH:39]=[C:40]([CH2:42]O)[N:41]=2)[CH2:29][CH2:28][CH:27]([C:30]([O:32][C:33]([CH3:36])([CH3:35])[CH3:34])=[O:31])[CH2:26][CH2:25]1.C(P(CCCC)CCCC)CCC.N(C(N1CCCCC1)=O)=NC(N1CCCCC1)=O, predict the reaction product. The product is: [CH3:1][O:2][C:3]1[CH:21]=[C:20]([O:22][CH2:42][C:40]2[N:41]=[C:37]([C:24]3[CH2:29][CH2:28][CH:27]([C:30]([O:32][C:33]([CH3:36])([CH3:35])[CH3:34])=[O:31])[CH2:26][CH:25]=3)[S:38][CH:39]=2)[C:6]2[CH:7]=[C:8]([C:10]3[N:11]=[C:12]4[N:16]([CH:17]=3)[N:15]=[C:14]([O:18][CH3:19])[S:13]4)[O:9][C:5]=2[CH:4]=1. (2) Given the reactants [CH3:1][C:2]1[CH:7]=[CH:6][N:5]=[CH:4][CH:3]=1.[I:8][CH2:9][CH2:10][CH2:11][CH2:12]I, predict the reaction product. The product is: [I-:8].[CH2:9]([N+:5]1[CH:6]=[CH:7][C:2]([CH3:1])=[CH:3][CH:4]=1)[CH2:10][CH2:11][CH2:12][N+:5]1[CH:6]=[CH:7][C:2]([CH3:1])=[CH:3][CH:4]=1.[I-:8]. (3) Given the reactants [Br:1][C:2]1[CH:7]=[CH:6][C:5]([CH2:8][C:9](O)=[O:10])=[C:4]([CH3:12])[CH:3]=1.B, predict the reaction product. The product is: [Br:1][C:2]1[CH:7]=[CH:6][C:5]([CH2:8][CH2:9][OH:10])=[C:4]([CH3:12])[CH:3]=1.